Dataset: Forward reaction prediction with 1.9M reactions from USPTO patents (1976-2016). Task: Predict the product of the given reaction. (1) Given the reactants P(Cl)(Cl)([Cl:3])=O.[Cl:6][CH2:7][CH2:8][O:9][C:10]1[CH:19]=[C:18]([O:20][CH2:21][CH2:22][O:23][CH3:24])[CH:17]=[C:16]2[C:11]=1[C:12](=O)[NH:13][CH:14]=[N:15]2.C(N(CC)C(C)C)(C)C, predict the reaction product. The product is: [Cl:3][C:12]1[C:11]2[C:16](=[CH:17][C:18]([O:20][CH2:21][CH2:22][O:23][CH3:24])=[CH:19][C:10]=2[O:9][CH2:8][CH2:7][Cl:6])[N:15]=[CH:14][N:13]=1. (2) Given the reactants Cl[CH2:2][CH2:3][C:4]1[CH:9]=[CH:8][C:7]([N:10]([CH2:14][CH3:15])[C:11](=[O:13])[CH3:12])=[C:6]([CH3:16])[CH:5]=1.Cl.[N:18]1([C:24]2[C:28]3[CH:29]=[CH:30][CH:31]=[CH:32][C:27]=3[S:26][N:25]=2)[CH2:23][CH2:22][NH:21][CH2:20][CH2:19]1, predict the reaction product. The product is: [S:26]1[C:27]2[CH:32]=[CH:31][CH:30]=[CH:29][C:28]=2[C:24]([N:18]2[CH2:19][CH2:20][N:21]([CH2:2][CH2:3][C:4]3[CH:9]=[CH:8][C:7]([N:10]([CH2:14][CH3:15])[C:11](=[O:13])[CH3:12])=[C:6]([CH3:16])[CH:5]=3)[CH2:22][CH2:23]2)=[N:25]1. (3) Given the reactants [C:1]([C@H:3]1[CH2:8][CH2:7][C@H:6](C(O)=O)[CH2:5][CH2:4]1)#[N:2].C([N:14]([CH2:17]C)CC)C.C1(P(N=[N+]=[N-])(C2C=CC=CC=2)=[O:26])C=CC=CC=1.C(OCC)(=O)C.[C:42]([OH:46])([CH3:45])([CH3:44])[CH3:43], predict the reaction product. The product is: [C:1]([C@H:3]1[CH2:4][CH2:5][C@H:6]([NH:14][C:17](=[O:26])[O:46][C:42]([CH3:45])([CH3:44])[CH3:43])[CH2:7][CH2:8]1)#[N:2]. (4) Given the reactants O=C1C2C=CC=CC=2C(=O)[N:3]1[C:12]1[CH:17]=[CH:16][C:15]([C:18]([NH:20][S:21]([C:24]2[S:25][C:26]([Cl:29])=[CH:27][CH:28]=2)(=[O:23])=[O:22])=[O:19])=[CH:14][CH:13]=1.O.O.[Sn](Cl)Cl, predict the reaction product. The product is: [NH2:3][C:12]1[CH:17]=[CH:16][C:15]([C:18]([NH:20][S:21]([C:24]2[S:25][C:26]([Cl:29])=[CH:27][CH:28]=2)(=[O:23])=[O:22])=[O:19])=[CH:14][CH:13]=1. (5) Given the reactants [CH3:1][O:2][N:3]([CH3:17])[C:4]([C:6]1[C:14]2[C:9](=[CH:10][CH:11]=[C:12]([O:15][CH3:16])[CH:13]=2)[NH:8][N:7]=1)=[O:5].C(N(CC)CC)C.[S:25](Cl)([C:28]1[CH:34]=[CH:33][C:31]([CH3:32])=[CH:30][CH:29]=1)(=[O:27])=[O:26], predict the reaction product. The product is: [CH3:1][O:2][N:3]([CH3:17])[C:4]([C:6]1[C:14]2[C:9](=[CH:10][CH:11]=[C:12]([O:15][CH3:16])[CH:13]=2)[N:8]([S:25]([C:28]2[CH:34]=[CH:33][C:31]([CH3:32])=[CH:30][CH:29]=2)(=[O:27])=[O:26])[N:7]=1)=[O:5].